This data is from Forward reaction prediction with 1.9M reactions from USPTO patents (1976-2016). The task is: Predict the product of the given reaction. (1) The product is: [NH:1]1[C:9]2[C:4](=[C:5]([N:10]3[CH2:15][CH2:14][N:13]([C:16]([CH:18]4[CH2:27][CH2:26][C:25]5[C:20](=[CH:21][CH:22]=[C:23]([CH3:28])[CH:24]=5)[NH:19]4)=[O:17])[CH2:12][CH2:11]3)[CH:6]=[CH:7][CH:8]=2)[CH:3]=[CH:2]1. Given the reactants [NH:1]1[C:9]2[C:4](=[C:5]([N:10]3[CH2:15][CH2:14][N:13]([C:16]([CH:18]4[CH2:27][CH2:26][C:25]5[C:20](=[CH:21][CH:22]=[CH:23][CH:24]=5)[NH:19]4)=[O:17])[CH2:12][CH2:11]3)[CH:6]=[CH:7][CH:8]=2)[CH:3]=[CH:2]1.[CH3:28]C1C=C2C(=CC=1)NC(C(O)=O)CC2, predict the reaction product. (2) Given the reactants [Cl:1][C:2]1[CH:18]=[CH:17][C:16]([Cl:19])=[CH:15][C:3]=1[O:4][C:5]1[CH:10]=[CH:9][C:8]([N+:11]([O-])=O)=[CH:7][C:6]=1[F:14].[Sn](Cl)(Cl)(Cl)Cl.C(=O)(O)[O-].[Na+], predict the reaction product. The product is: [Cl:1][C:2]1[CH:18]=[CH:17][C:16]([Cl:19])=[CH:15][C:3]=1[O:4][C:5]1[CH:10]=[CH:9][C:8]([NH2:11])=[CH:7][C:6]=1[F:14].